From a dataset of Catalyst prediction with 721,799 reactions and 888 catalyst types from USPTO. Predict which catalyst facilitates the given reaction. (1) Reactant: [NH2:1][C:2]1[CH:10]=[CH:9][CH:8]=[C:7]2[C:3]=1[CH:4]=[CH:5][NH:6]2.[Cl:11][C:12]1[CH:17]=[CH:16][C:15]([CH2:18][N:19]=[C:20]=[O:21])=[CH:14][C:13]=1[Cl:22].CCCCCC. Product: [Cl:22][C:13]1[CH:14]=[C:15]([CH:16]=[CH:17][C:12]=1[Cl:11])[CH2:18][NH:19][C:20]([NH:1][C:2]1[CH:10]=[CH:9][CH:8]=[C:7]2[C:3]=1[CH:4]=[CH:5][NH:6]2)=[O:21]. The catalyst class is: 1. (2) Reactant: [O:1]([CH2:8][CH:9]1[CH2:11][O:10]1)[C:2]1[CH:7]=[CH:6][CH:5]=[CH:4][CH:3]=1.[I-].[K+].[CH3:14][N:15]1[C:23]2[N:22]=[C:21]([Br:24])[N:20]([CH2:25][C:26]#[C:27][CH3:28])[C:19]=2[C:18](=[O:29])[NH:17][C:16]1=[O:30].C(=O)([O-])[O-].[K+].[K+]. Product: [OH:10][CH:9]([CH2:8][O:1][C:2]1[CH:7]=[CH:6][CH:5]=[CH:4][CH:3]=1)[CH2:11][N:17]1[C:18](=[O:29])[C:19]2[N:20]([CH2:25][C:26]#[C:27][CH3:28])[C:21]([Br:24])=[N:22][C:23]=2[N:15]([CH3:14])[C:16]1=[O:30]. The catalyst class is: 35. (3) Reactant: [Br:1][C:2]1[CH:3]=[C:4]([C:8]2([CH3:20])[C:13]([CH3:15])([CH3:14])[O:12][C:11](OC)=[N:10][S:9]2(=[O:19])=[O:18])[CH:5]=[CH:6][CH:7]=1.[Si:21]([O:28][CH2:29][CH2:30][C@H:31]([NH2:39])[C:32]1[CH:37]=[CH:36][CH:35]=[CH:34][C:33]=1[F:38])([C:24]([CH3:27])([CH3:26])[CH3:25])([CH3:23])[CH3:22]. Product: [Br:1][C:2]1[CH:3]=[C:4]([C:8]2([CH3:20])[C:13]([CH3:15])([CH3:14])[O:12][C:11]([NH:39][C@H:31]([C:32]3[CH:37]=[CH:36][CH:35]=[CH:34][C:33]=3[F:38])[CH2:30][CH2:29][O:28][Si:21]([C:24]([CH3:27])([CH3:26])[CH3:25])([CH3:22])[CH3:23])=[N:10][S:9]2(=[O:19])=[O:18])[CH:5]=[CH:6][CH:7]=1. The catalyst class is: 2. (4) Reactant: [H-].[Na+].[F:3][C:4]1[CH:5]=[C:6]([C:10]([N:12]2[CH2:17][CH2:16][CH:15]([OH:18])[CH2:14][CH2:13]2)=[O:11])[CH:7]=[CH:8][CH:9]=1.Cl[C:20]1[N:25]=[CH:24][N:23]=[C:22]2[N:26]([C:29]3[CH:34]=[CH:33][C:32]([S:35]([CH3:38])(=[O:37])=[O:36])=[CH:31][CH:30]=3)[N:27]=[CH:28][C:21]=12. Product: [F:3][C:4]1[CH:5]=[C:6]([C:10]([N:12]2[CH2:13][CH2:14][CH:15]([O:18][C:20]3[N:25]=[CH:24][N:23]=[C:22]4[N:26]([C:29]5[CH:30]=[CH:31][C:32]([S:35]([CH3:38])(=[O:36])=[O:37])=[CH:33][CH:34]=5)[N:27]=[CH:28][C:21]=34)[CH2:16][CH2:17]2)=[O:11])[CH:7]=[CH:8][CH:9]=1. The catalyst class is: 1. (5) Reactant: Cl.Cl.Cl.[N+:4]([C:7]1[CH:12]=[CH:11][C:10]([N:13]2[CH2:18][CH2:17][CH:16]([NH:19][C@@H:20]3[CH2:24][NH:23][C@H:22]([C:25]([N:27]4[CH2:31][CH2:30][S:29][CH2:28]4)=[O:26])[CH2:21]3)[CH2:15][CH2:14]2)=[CH:9][CH:8]=1)([O-:6])=[O:5].[C:32]([C:34]1[CH:41]=[CH:40][C:37]([CH2:38]Br)=[CH:36][CH:35]=1)#[N:33].[C:42](=[O:45])([O-])[OH:43].[Na+]. Product: [C:34]([O:43][C:42]([N:23]1[CH2:24][C@@H:20]([N:19]([CH2:38][C:37]2[CH:40]=[CH:41][C:34]([C:32]#[N:33])=[CH:35][CH:36]=2)[CH:16]2[CH2:15][CH2:14][N:13]([C:10]3[CH:11]=[CH:12][C:7]([N+:4]([O-:6])=[O:5])=[CH:8][CH:9]=3)[CH2:18][CH2:17]2)[CH2:21][C@H:22]1[C:25]([N:27]1[CH2:31][CH2:30][S:29][CH2:28]1)=[O:26])=[O:45])([CH3:41])([CH3:35])[CH3:32]. The catalyst class is: 60. (6) Reactant: [Cl:1][C:2]1[N:10]=[C:9]([Cl:11])[CH:8]=[CH:7][C:3]=1[C:4]([OH:6])=[O:5].Br[CH2:13][C:14]1[CH:19]=[CH:18][CH:17]=[CH:16][CH:15]=1.C(=O)([O-])[O-].[K+].[K+].O. Product: [Cl:1][C:2]1[N:10]=[C:9]([Cl:11])[CH:8]=[CH:7][C:3]=1[C:4]([O:6][CH2:13][C:14]1[CH:19]=[CH:18][CH:17]=[CH:16][CH:15]=1)=[O:5]. The catalyst class is: 3.